Dataset: Forward reaction prediction with 1.9M reactions from USPTO patents (1976-2016). Task: Predict the product of the given reaction. Given the reactants C(OCCCCCC)(=O)CCCCC.[C:15]1([CH:21]([OH:23])[CH3:22])[CH:20]=[CH:19][CH:18]=[CH:17][CH:16]=1, predict the reaction product. The product is: [C:15]1([CH:21]([OH:23])[CH3:22])[CH:20]=[CH:19][CH:18]=[CH:17][CH:16]=1.[C:21]([C:15]1[CH:20]=[CH:19][CH:18]=[CH:17][CH:16]=1)(=[O:23])[CH3:22].